Predict the product of the given reaction. From a dataset of Forward reaction prediction with 1.9M reactions from USPTO patents (1976-2016). (1) Given the reactants [CH3:1][O:2][C:3](=[O:16])[C@H:4]([CH2:9][CH:10]1[CH2:15][CH2:14][CH2:13][CH2:12][CH2:11]1)[CH2:5][C:6]([OH:8])=O.C(N(C(C)C)CC)(C)C.CN(C(ON1N=NC2C=CC=NC1=2)=[N+](C)C)C.F[P-](F)(F)(F)(F)F.[F:50][C:51]1[CH:56]=[CH:55][C:54]([NH:57][CH2:58][CH2:59][NH2:60])=[CH:53][CH:52]=1, predict the reaction product. The product is: [CH3:1][O:2][C:3](=[O:16])[C@H:4]([CH2:9][CH:10]1[CH2:15][CH2:14][CH2:13][CH2:12][CH2:11]1)[CH2:5][C:6]([NH:60][CH2:59][CH2:58][NH:57][C:54]1[CH:55]=[CH:56][C:51]([F:50])=[CH:52][CH:53]=1)=[O:8]. (2) The product is: [C:27]([NH:1][CH2:2][C:3]([C:6]1[CH:11]=[CH:10][C:9]([NH:12][C:13](=[O:24])[C:14]2[CH:19]=[CH:18][C:17]([O:20][CH3:21])=[C:16]([O:22][CH3:23])[CH:15]=2)=[CH:8][C:7]=1[CH2:25][CH3:26])([CH3:5])[CH3:4])(=[O:29])[CH3:28]. Given the reactants [NH2:1][CH2:2][C:3]([C:6]1[CH:11]=[CH:10][C:9]([NH:12][C:13](=[O:24])[C:14]2[CH:19]=[CH:18][C:17]([O:20][CH3:21])=[C:16]([O:22][CH3:23])[CH:15]=2)=[CH:8][C:7]=1[CH2:25][CH3:26])([CH3:5])[CH3:4].[C:27](Cl)(=[O:29])[CH3:28].C(N(CC)CC)C, predict the reaction product. (3) Given the reactants [Cl:1][C:2]1[CH:30]=[CH:29][CH:28]=[C:27]([CH:31]2[CH2:33][CH2:32]2)[C:3]=1[CH2:4][N:5]1[C:13]2[C:8](=[C:9]([F:14])[CH:10]=[CH:11][CH:12]=2)[C:7]([C:15]2[C:23]([F:24])=[CH:22][C:18]([C:19]([OH:21])=[O:20])=[C:17]([O:25]C)[CH:16]=2)=[N:6]1.B(Br)(Br)Br.C([O-])(O)=O.[Na+], predict the reaction product. The product is: [Cl:1][C:2]1[CH:30]=[CH:29][CH:28]=[C:27]([CH:31]2[CH2:33][CH2:32]2)[C:3]=1[CH2:4][N:5]1[C:13]2[C:8](=[C:9]([F:14])[CH:10]=[CH:11][CH:12]=2)[C:7]([C:15]2[C:23]([F:24])=[CH:22][C:18]([C:19]([OH:21])=[O:20])=[C:17]([OH:25])[CH:16]=2)=[N:6]1. (4) Given the reactants C(O[CH:4]=[C:5]([C:11](=O)[CH:12]([F:14])[F:13])[C:6]([O:8][CH2:9][CH3:10])=[O:7])C.CC1C=CC(S(O)(=O)=O)=CC=1.O.[NH:28]1[CH:32]=CC=[N:29]1, predict the reaction product. The product is: [F:13][CH:12]([F:14])[C:11]1[C:5]([C:6]([O:8][CH2:9][CH3:10])=[O:7])=[CH:4][N:28]([CH3:32])[N:29]=1. (5) Given the reactants [OH:1][C:2]1[C:3](=[O:13])[C:4]2[C:9]([C:10](=[O:12])[CH:11]=1)=[CH:8][CH:7]=[CH:6][CH:5]=2.[H-].[Li+].[H][H].[CH2:18](Br)[CH:19]=[C:20]([CH3:22])[CH3:21].[Li+].[I-].Cl, predict the reaction product. The product is: [CH3:21][C:20]([CH3:22])=[CH:19][CH2:18][C:11]1[C:10](=[O:12])[C:9]2[CH:8]=[CH:7][CH:6]=[CH:5][C:4]=2[C:3](=[O:13])[C:2]=1[OH:1]. (6) Given the reactants [C:1]([O:5][C:6]([N:8]1[CH2:13][CH2:12][O:11][C@@H:10]([C:14](=[O:30])[NH:15][CH2:16][CH2:17][C:18]2[CH:23]=[C:22]([O:24][CH3:25])[C:21]([N+:26]([O-])=O)=[CH:20][C:19]=2[Cl:29])[CH2:9]1)=[O:7])([CH3:4])([CH3:3])[CH3:2].[NH4+].[Cl-], predict the reaction product. The product is: [C:1]([O:5][C:6]([N:8]1[CH2:13][CH2:12][O:11][C@@H:10]([C:14](=[O:30])[NH:15][CH2:16][CH2:17][C:18]2[CH:23]=[C:22]([O:24][CH3:25])[C:21]([NH2:26])=[CH:20][C:19]=2[Cl:29])[CH2:9]1)=[O:7])([CH3:4])([CH3:2])[CH3:3]. (7) Given the reactants [F:1][C:2]1[CH:3]=[N:4][N:5]([C:7]2[N:12]=[C:11]([OH:13])[C:10]([C:14]([NH:16][C@@H:17]([C:30]3[CH:35]=[CH:34][C:33]([F:36])=[CH:32][CH:31]=3)[C:18]3[CH:23]=[CH:22][C:21]([P:24]([CH3:29])(=[O:28])[O:25]CC)=[CH:20][CH:19]=3)=[O:15])=[CH:9][N:8]=2)[CH:6]=1.[OH-].[Na+], predict the reaction product. The product is: [F:1][C:2]1[CH:3]=[N:4][N:5]([C:7]2[N:12]=[C:11]([OH:13])[C:10]([C:14]([NH:16][C@@H:17]([C:30]3[CH:35]=[CH:34][C:33]([F:36])=[CH:32][CH:31]=3)[C:18]3[CH:19]=[CH:20][C:21]([P:24]([CH3:29])(=[O:25])[OH:28])=[CH:22][CH:23]=3)=[O:15])=[CH:9][N:8]=2)[CH:6]=1.